From a dataset of Full USPTO retrosynthesis dataset with 1.9M reactions from patents (1976-2016). Predict the reactants needed to synthesize the given product. (1) Given the product [CH3:1][O:2][C:3]1[CH:12]=[C:7]([C:8]([O:10][CH3:11])=[O:9])[C:6]([NH2:13])=[CH:5][C:4]=1[O:16][CH2:17][CH2:18][CH2:19][CH2:20][Cl:21], predict the reactants needed to synthesize it. The reactants are: [CH3:1][O:2][C:3]1[C:4]([O:16][CH2:17][CH2:18][CH2:19][CH2:20][Cl:21])=[CH:5][C:6]([N+:13]([O-])=O)=[C:7]([CH:12]=1)[C:8]([O:10][CH3:11])=[O:9].[H][H]. (2) Given the product [Br:21][C:12]1[CH:11]=[C:10]([C:15]([F:18])([F:17])[F:16])[CH:9]=[C:8]([C:5]2[CH:6]=[CH:7][C:2]([Cl:1])=[CH:3][CH:4]=2)[N:13]=1, predict the reactants needed to synthesize it. The reactants are: [Cl:1][C:2]1[CH:7]=[CH:6][C:5]([C:8]2[NH:13][C:12](=O)[CH:11]=[C:10]([C:15]([F:18])([F:17])[F:16])[CH:9]=2)=[CH:4][CH:3]=1.P(Br)(Br)([Br:21])=O.